From a dataset of Forward reaction prediction with 1.9M reactions from USPTO patents (1976-2016). Predict the product of the given reaction. (1) Given the reactants [C:1]([O:5][C:6]([CH2:8][C@@H:9]1[O:14][C:13]([CH3:16])([CH3:15])[O:12][C@H:11]([CH2:17][CH2:18][N:19]2[C:23]([CH:24]([CH3:26])[CH3:25])=[C:22]([C:27]([OH:29])=O)[N:21]=[C:20]2[C:30]2[CH:35]=[CH:34][C:33]([F:36])=[CH:32][CH:31]=2)[CH2:10]1)=[O:7])([CH3:4])([CH3:3])[CH3:2].C1CN([P+](ON2N=NC3C=CC=CC2=3)(N2CCCC2)N2CCCC2)CC1.F[P-](F)(F)(F)(F)F.C(N(C(C)C)CC)(C)C.[NH2:79][CH2:80][C:81]1[CH:82]=[N:83][CH:84]=[CH:85][CH:86]=1, predict the reaction product. The product is: [C:1]([O:5][C:6](=[O:7])[CH2:8][C@H:9]1[CH2:10][C@@H:11]([CH2:17][CH2:18][N:19]2[C:23]([CH:24]([CH3:26])[CH3:25])=[C:22]([C:27](=[O:29])[NH:79][CH2:80][C:81]3[CH:82]=[N:83][CH:84]=[CH:85][CH:86]=3)[N:21]=[C:20]2[C:30]2[CH:31]=[CH:32][C:33]([F:36])=[CH:34][CH:35]=2)[O:12][C:13]([CH3:15])([CH3:16])[O:14]1)([CH3:2])([CH3:4])[CH3:3]. (2) Given the reactants [C:1]([CH:3]1[CH2:8][CH2:7][N:6]([C:9]([N:11]2[CH2:16][CH:15]([C:17]3[CH:22]=[CH:21][C:20]([C:23]([F:26])([F:25])[F:24])=[CH:19][CH:18]=3)[CH2:14][CH:13]([C:27](O)=[O:28])[CH2:12]2)=[O:10])[CH2:5][CH2:4]1)#[N:2].O[NH:31][C:32]([C:34]1[CH:39]=[CH:38][CH:37]=[CH:36][CH:35]=1)=[NH:33], predict the reaction product. The product is: [C:34]1([C:32]2[N:33]=[C:27]([CH:13]3[CH2:14][CH:15]([C:17]4[CH:18]=[CH:19][C:20]([C:23]([F:26])([F:24])[F:25])=[CH:21][CH:22]=4)[CH2:16][N:11]([C:9]([N:6]4[CH2:7][CH2:8][CH:3]([C:1]#[N:2])[CH2:4][CH2:5]4)=[O:10])[CH2:12]3)[O:28][N:31]=2)[CH:39]=[CH:38][CH:37]=[CH:36][CH:35]=1. (3) Given the reactants [O:1]1[C:6]2[CH:7]=[CH:8][C:9]([CH2:11][CH2:12][N:13]3[CH2:18][CH2:17][NH:16][CH2:15][CH2:14]3)=[CH:10][C:5]=2[O:4][CH2:3]C1.O1C2C=CC(C=O)=CC=2OC1.[CH3:30][O:31][C:32]1[CH:33]=[N:34][C:35]2[C:40]([CH:41]=1)=[C:39]([CH:42]1[CH2:44][O:43]1)[CH:38]=[CH:37][CH:36]=2.O1C2C=CC(CCN3CCNCC3)=CC=2OC1, predict the reaction product. The product is: [O:1]1[C:6]2[CH:7]=[CH:8][C:9]([CH2:11][CH2:12][N:13]3[CH2:14][CH2:15][N:16]([CH2:44][CH:42]([C:39]4[CH:38]=[CH:37][CH:36]=[C:35]5[C:40]=4[CH:41]=[C:32]([O:31][CH3:30])[CH:33]=[N:34]5)[OH:43])[CH2:17][CH2:18]3)=[CH:10][C:5]=2[O:4][CH2:3]1. (4) Given the reactants C(Cl)(=O)C(Cl)=O.CS(C)=O.[Cl:11][C:12]1[CH:17]=[CH:16][C:15]([C:18]([CH3:22])([CH3:21])[CH2:19][OH:20])=[CH:14][CH:13]=1.C(N(CC)CC)C, predict the reaction product. The product is: [Cl:11][C:12]1[CH:13]=[CH:14][C:15]([C:18]([CH3:22])([CH3:21])[CH:19]=[O:20])=[CH:16][CH:17]=1. (5) Given the reactants [C:1](Cl)(=[O:8])[C:2]1[CH:7]=[CH:6][CH:5]=[CH:4][CH:3]=1.Br.[Br:11][CH:12]1[CH2:17][CH2:16][NH:15][CH2:14][CH2:13]1.C(N(CC)CC)C, predict the reaction product. The product is: [C:1]([N:15]1[CH2:16][CH2:17][CH:12]([Br:11])[CH2:13][CH2:14]1)(=[O:8])[C:2]1[CH:7]=[CH:6][CH:5]=[CH:4][CH:3]=1. (6) The product is: [Cl:1][C:2]1[C:3]([N:23]2[CH2:24][CH2:25][N:26]([C:30](=[O:31])[NH:29][C:32]3[CH:37]=[CH:36][CH:35]=[C:34]([C:38]([F:39])([F:41])[F:40])[CH:33]=3)[CH2:27][CH2:28]2)=[N:4][C:5]([NH:8][C:9]2[CH:14]=[CH:13][CH:12]=[CH:11][C:10]=2[NH:15][C:16](=[O:22])[O:17][C:18]([CH3:21])([CH3:20])[CH3:19])=[N:6][CH:7]=1. Given the reactants [Cl:1][C:2]1[C:3]([N:23]2[CH2:28][CH2:27][NH:26][CH2:25][CH2:24]2)=[N:4][C:5]([NH:8][C:9]2[CH:14]=[CH:13][CH:12]=[CH:11][C:10]=2[NH:15][C:16](=[O:22])[O:17][C:18]([CH3:21])([CH3:20])[CH3:19])=[N:6][CH:7]=1.[N:29]([C:32]1[CH:37]=[CH:36][CH:35]=[C:34]([C:38]([F:41])([F:40])[F:39])[CH:33]=1)=[C:30]=[O:31].C(N(CC)CC)C, predict the reaction product.